Dataset: NCI-60 drug combinations with 297,098 pairs across 59 cell lines. Task: Regression. Given two drug SMILES strings and cell line genomic features, predict the synergy score measuring deviation from expected non-interaction effect. (1) Synergy scores: CSS=21.8, Synergy_ZIP=-1.44, Synergy_Bliss=-2.14, Synergy_Loewe=-24.2, Synergy_HSA=-4.72. Drug 1: CCC1=C2CN3C(=CC4=C(C3=O)COC(=O)C4(CC)O)C2=NC5=C1C=C(C=C5)O. Drug 2: CCN(CC)CCNC(=O)C1=C(NC(=C1C)C=C2C3=C(C=CC(=C3)F)NC2=O)C. Cell line: NCI/ADR-RES. (2) Drug 1: CC12CCC3C(C1CCC2NC(=O)OCC(F)(F)F)CCC4C3(C=CC(=O)N4C)C. Drug 2: CNC(=O)C1=NC=CC(=C1)OC2=CC=C(C=C2)NC(=O)NC3=CC(=C(C=C3)Cl)C(F)(F)F. Cell line: NCI-H460. Synergy scores: CSS=53.7, Synergy_ZIP=3.33, Synergy_Bliss=2.92, Synergy_Loewe=0.897, Synergy_HSA=5.52.